Predict the reactants needed to synthesize the given product. From a dataset of Full USPTO retrosynthesis dataset with 1.9M reactions from patents (1976-2016). (1) Given the product [NH2:26][C:23]1[N:22]=[CH:21][C:20]([C:19]#[C:18][C:11]2[C:12]([CH2:16][CH3:17])=[N:13][CH:14]=[CH:15][C:10]=2[C:7]2[CH:8]=[CH:9][C:4]([C:3]([OH:28])=[O:2])=[C:5]([Cl:27])[CH:6]=2)=[CH:25][CH:24]=1, predict the reactants needed to synthesize it. The reactants are: C[O:2][C:3](=[O:28])[C:4]1[CH:9]=[CH:8][C:7]([C:10]2[CH:15]=[CH:14][N:13]=[C:12]([CH2:16][CH3:17])[C:11]=2[C:18]#[C:19][C:20]2[CH:21]=[N:22][C:23]([NH2:26])=[CH:24][CH:25]=2)=[CH:6][C:5]=1[Cl:27].[Li+].[OH-]. (2) Given the product [CH3:32][NH:33][C:34]([C:36]1[C:37](=[O:63])[C:38]([C:53]2[CH:58]=[CH:57][N:56]=[C:55]([C:59]([F:62])([F:61])[F:60])[CH:54]=2)=[C:39]([CH3:52])[N:40]([CH:42]([C:45]2[CH:50]=[CH:49][C:48]([C:1]#[N:2])=[CH:47][CH:46]=2)[CH2:43][CH3:44])[CH:41]=1)=[O:35], predict the reactants needed to synthesize it. The reactants are: [CH3:1][NH:2]C(C1C(=O)C(C2C=CN=C(C(F)(F)F)C=2)=C(C)N(C(C2C=CC(Br)=CN=2)C)C=1)=O.[CH3:32][NH:33][C:34]([C:36]1[C:37](=[O:63])[C:38]([C:53]2[CH:58]=[CH:57][N:56]=[C:55]([C:59]([F:62])([F:61])[F:60])[CH:54]=2)=[C:39]([CH3:52])[N:40]([CH:42]([C:45]2[CH:50]=[CH:49][C:48](Br)=[CH:47][CH:46]=2)[CH2:43][CH3:44])[CH:41]=1)=[O:35]. (3) Given the product [CH:1]12[CH2:7][CH:4]([CH:5]=[CH:6]1)[CH2:3][CH:2]2[C:8]([Cl:14])=[O:10], predict the reactants needed to synthesize it. The reactants are: [CH:1]12[CH2:7][CH:4]([CH:5]=[CH:6]1)[CH2:3][CH:2]2[C:8]([OH:10])=O.C(Cl)(=O)C([Cl:14])=O.CN(C)C=O.